This data is from Full USPTO retrosynthesis dataset with 1.9M reactions from patents (1976-2016). The task is: Predict the reactants needed to synthesize the given product. (1) The reactants are: [Cl:1][C:2]1[CH:3]=[CH:4][C:5]2[N:11]([CH2:12][C:13]3[CH:18]=[CH:17][C:16]([O:19][CH3:20])=[CH:15][C:14]=3[O:21][CH3:22])[C:10](=[O:23])[CH:9]([CH2:24][C:25]([NH:27][CH2:28][C:29](=O)[CH2:30][CH2:31][C:32]([O:34][CH3:35])=[O:33])=[O:26])[CH2:8][CH:7]([C:37]3[CH:42]=[CH:41][CH:40]=[C:39]([O:43][CH3:44])[C:38]=3[O:45][CH3:46])[C:6]=2[CH:47]=1.P(Cl)(Cl)(Cl)=O.C(=O)(O)[O-].[Na+]. Given the product [Cl:1][C:2]1[CH:3]=[CH:4][C:5]2[N:11]([CH2:12][C:13]3[CH:18]=[CH:17][C:16]([O:19][CH3:20])=[CH:15][C:14]=3[O:21][CH3:22])[C:10](=[O:23])[CH:9]([CH2:24][C:25]3[O:26][C:29]([CH2:30][CH2:31][C:32]([O:34][CH3:35])=[O:33])=[CH:28][N:27]=3)[CH2:8][CH:7]([C:37]3[CH:42]=[CH:41][CH:40]=[C:39]([O:43][CH3:44])[C:38]=3[O:45][CH3:46])[C:6]=2[CH:47]=1, predict the reactants needed to synthesize it. (2) Given the product [CH2:11]([C:13]1[CH:18]=[C:17]([C:19]2[CH:24]=[N:23][C:22]([N:25]3[CH2:30][CH2:29][O:28][CH2:27][CH2:26]3)=[N:21][CH:20]=2)[CH:16]=[CH:15][C:14]=1[N:31]([CH3:43])[C:32]1[CH:33]=[C:34]2[N:40]([CH3:41])[CH:39]=[N:38][C:35]2=[CH:36][N:37]=1)[CH3:12], predict the reactants needed to synthesize it. The reactants are: C[Si](C)(C)[N-][Si](C)(C)C.[Na+].[CH2:11]([C:13]1[CH:18]=[C:17]([C:19]2[CH:20]=[N:21][C:22]([N:25]3[CH2:30][CH2:29][O:28][CH2:27][CH2:26]3)=[N:23][CH:24]=2)[CH:16]=[CH:15][C:14]=1[NH:31][C:32]1[N:37]=[CH:36][C:35]2[N:38]=[CH:39][N:40]([CH3:41])[C:34]=2[CH:33]=1)[CH3:12].I[CH3:43].